Predict the reactants needed to synthesize the given product. From a dataset of Full USPTO retrosynthesis dataset with 1.9M reactions from patents (1976-2016). (1) Given the product [Cl:1][C:2]1[C:7]([O:8][CH3:9])=[CH:6][C:5]([O:10][CH3:11])=[C:4]([Cl:12])[C:3]=1[C:13]1[N:18]=[CH:17][C:16]2[C:19]([C:31]3[CH:32]=[CH:33][C:28]4[O:27][CH2:26][C:25](=[O:43])[N:24]([CH3:23])[C:29]=4[CH:30]=3)=[N:20][NH:21][C:15]=2[CH:14]=1, predict the reactants needed to synthesize it. The reactants are: [Cl:1][C:2]1[C:7]([O:8][CH3:9])=[CH:6][C:5]([O:10][CH3:11])=[C:4]([Cl:12])[C:3]=1[C:13]1[N:18]=[CH:17][C:16]2[C:19](I)=[N:20][NH:21][C:15]=2[CH:14]=1.[CH3:23][N:24]1[C:29]2[CH:30]=[C:31](B3OC(C)(C)C(C)(C)O3)[CH:32]=[CH:33][C:28]=2[O:27][CH2:26][C:25]1=[O:43]. (2) Given the product [N:1]1([C:9]2[CH:10]=[CH:11][C:12]([C:15]([C:17]3[CH:22]=[CH:21][C:20]([N+:23]([O-:25])=[O:24])=[CH:19][CH:18]=3)=[O:16])=[CH:13][CH:14]=2)[CH:5]=[CH:4][N:3]=[CH:2]1, predict the reactants needed to synthesize it. The reactants are: [NH:1]1[CH:5]=[CH:4][N:3]=[CH:2]1.[H-].[Na+].F[C:9]1[CH:14]=[CH:13][C:12]([C:15]([C:17]2[CH:22]=[CH:21][C:20]([N+:23]([O-:25])=[O:24])=[CH:19][CH:18]=2)=[O:16])=[CH:11][CH:10]=1.O.